Dataset: Full USPTO retrosynthesis dataset with 1.9M reactions from patents (1976-2016). Task: Predict the reactants needed to synthesize the given product. (1) Given the product [C:1]([C:5]1[O:9][N:8]=[C:7]([C:10]2[CH:15]=[C:14]([O:16][CH2:33][C:34]([F:37])([F:36])[F:35])[C:13]([S:17]([CH3:20])(=[O:18])=[O:19])=[CH:12][N:11]=2)[N:6]=1)([CH3:4])([CH3:2])[CH3:3], predict the reactants needed to synthesize it. The reactants are: [C:1]([C:5]1[O:9][N:8]=[C:7]([C:10]2[CH:15]=[C:14]([OH:16])[C:13]([S:17]([CH3:20])(=[O:19])=[O:18])=[CH:12][N:11]=2)[N:6]=1)([CH3:4])([CH3:3])[CH3:2].C([O-])([O-])=O.[Cs+].[Cs+].FC(F)(F)S(O[CH2:33][C:34]([F:37])([F:36])[F:35])(=O)=O. (2) Given the product [F:50][C:49]1[CH:48]=[CH:47][C:38]([CH2:39][NH:40][C:41](=[O:46])[C:42]([F:45])([F:44])[F:43])=[CH:37][C:36]=1[CH:33]1[CH2:32][CH2:31][N:30]([C:28]([C:17]2[C:16]3[C:20](=[CH:21][CH:22]=[CH:23][C:15]=3[NH:14][C:11]([C:8]3[NH:9][C:10]4[C:6]([CH:7]=3)=[CH:5][CH:4]=[CH:3][C:2]=4[CH3:1])=[O:13])[N:19]([CH2:24][CH2:25][O:26][CH3:27])[CH:18]=2)=[O:29])[CH2:35][CH2:34]1, predict the reactants needed to synthesize it. The reactants are: [CH3:1][C:2]1[CH:3]=[CH:4][CH:5]=[C:6]2[C:10]=1[NH:9][C:8]([C:11]([OH:13])=O)=[CH:7]2.[NH2:14][C:15]1[CH:23]=[CH:22][CH:21]=[C:20]2[C:16]=1[C:17]([C:28]([N:30]1[CH2:35][CH2:34][CH:33]([C:36]3[CH:37]=[C:38]([CH:47]=[CH:48][C:49]=3[F:50])[CH2:39][NH:40][C:41](=[O:46])[C:42]([F:45])([F:44])[F:43])[CH2:32][CH2:31]1)=[O:29])=[CH:18][N:19]2[CH2:24][CH2:25][O:26][CH3:27]. (3) Given the product [NH2:39][C:35]1[N:34]=[CH:33][N:32]=[C:31]2[C:36]=1[N:37]=[CH:38][N:30]2[C@H:28]([C@H:27]([OH:26])[CH2:40][CH2:41][CH2:42][CH2:43][CH2:44][CH3:45])[CH3:29], predict the reactants needed to synthesize it. The reactants are: [F-].C([N+](CCCC)(CCCC)CCCC)CCC.[Si]([O:26][C@H:27]([CH2:40][CH2:41][CH2:42][CH2:43][CH2:44][CH3:45])[C@@H:28]([N:30]1[CH:38]=[N:37][C:36]2[C:31]1=[N:32][CH:33]=[N:34][C:35]=2[NH2:39])[CH3:29])(C(C)(C)C)(C)C.ClCCl.CO.